This data is from Peptide-MHC class I binding affinity with 185,985 pairs from IEDB/IMGT. The task is: Regression. Given a peptide amino acid sequence and an MHC pseudo amino acid sequence, predict their binding affinity value. This is MHC class I binding data. (1) The peptide sequence is ASPVAQSYL. The MHC is HLA-B57:01 with pseudo-sequence HLA-B57:01. The binding affinity (normalized) is 0.0984. (2) The peptide sequence is YTVCYPNL. The MHC is H-2-Db with pseudo-sequence H-2-Db. The binding affinity (normalized) is 0.110. (3) The peptide sequence is THIVRGRDL. The binding affinity (normalized) is 0.0847. The MHC is HLA-B15:01 with pseudo-sequence HLA-B15:01.